Task: Binary Classification. Given a drug SMILES string, predict its activity (active/inactive) in a high-throughput screening assay against a specified biological target.. Dataset: Tyrosyl-DNA phosphodiesterase HTS with 341,365 compounds (1) The result is 0 (inactive). The molecule is S=C(NCCCN1CCCC1)Nc1ccc(OC)cc1. (2) The molecule is Fc1ccc(N2CCN(C(CNC(=O)C(=O)NCc3cccnc3)c3cccnc3)CC2)cc1. The result is 0 (inactive). (3) The drug is Fc1c(Oc2n(c3c(n(c(=O)n(c3=O)C)C)n2)Cc2c(cccc2)C)cccc1. The result is 0 (inactive).